Predict the reaction yield, written as a fraction of the theoretical maximum amount of product (1.0 means a 100% yield; for example, 0.34 means a 34% yield). From a dataset of Reaction yield outcomes from USPTO patents with 853,638 reactions. (1) The reactants are Cl.Cl[C:3]1[N:8]=[C:7]([NH:9][C@@H:10]2[CH2:18][C@H:17]3[N:13]([CH2:14][CH2:15][CH2:16]3)[C:12]([CH3:20])([CH3:19])[CH2:11]2)[C:6]([F:21])=[CH:5][N:4]=1.[NH2:22][C:23]1[C:24]([F:42])=[CH:25][C:26]([O:36][C:37]([CH3:41])([CH3:40])[CH2:38][OH:39])=[C:27]([N:29]2[C:33](=[O:34])[N:32]([CH3:35])[N:31]=[N:30]2)[CH:28]=1.C1C=CC(P(C2C(C3C(P(C4C=CC=CC=4)C4C=CC=CC=4)=CC=C4C=3C=CC=C4)=C3C(C=CC=C3)=CC=2)C2C=CC=CC=2)=CC=1.C([O-])([O-])=O.[Cs+].[Cs+]. The catalyst is CC([O-])=O.CC([O-])=O.[Pd+2].O1CCOCC1. The product is [NH3:4].[CH3:33][OH:34].[OH:39][CH2:38][C:37]([CH3:41])([O:36][C:26]1[CH:25]=[C:24]([F:42])[C:23]([NH:22][C:3]2[N:8]=[C:7]([NH:9][C@@H:10]3[CH2:18][C@H:17]4[N:13]([CH2:14][CH2:15][CH2:16]4)[C:12]([CH3:20])([CH3:19])[CH2:11]3)[C:6]([F:21])=[CH:5][N:4]=2)=[CH:28][C:27]=1[N:29]1[C:33](=[O:34])[N:32]([CH3:35])[N:31]=[N:30]1)[CH3:40]. The yield is 0.0100. (2) The reactants are N[C:2]1[C:9]([F:10])=[CH:8][CH:7]=[CH:6][C:3]=1[C:4]#[N:5].N([O-])=O.[Na+].[BrH:15]. The catalyst is O1CCOCC1.O.[Cu]Br. The product is [Br:15][C:2]1[C:9]([F:10])=[CH:8][CH:7]=[CH:6][C:3]=1[C:4]#[N:5]. The yield is 0.490. (3) The reactants are [F:1][C:2]1[CH:3]=[C:4]2[C:8](=[CH:9][CH:10]=1)[NH:7][C:6](=[O:11])[CH2:5]2.C[Si]([N-][Si](C)(C)C)(C)C.[Li+].[CH2:22]([N:24]([CH2:27][C:28]1[N:33]=[C:32]2[CH2:34][O:35][C:36](=O)[C:31]2=[CH:30][CH:29]=1)[CH2:25][CH3:26])[CH3:23].Cl. The catalyst is C1COCC1. The product is [CH2:22]([N:24]([CH2:27][C:28]1[N:33]=[C:32]2[CH2:34][O:35][C:36](=[C:5]3[C:4]4[C:8](=[CH:9][CH:10]=[C:2]([F:1])[CH:3]=4)[NH:7][C:6]3=[O:11])[C:31]2=[CH:30][CH:29]=1)[CH2:25][CH3:26])[CH3:23]. The yield is 0.390. (4) The reactants are [CH2:1]([NH:3][CH2:4][CH3:5])[CH3:2].Cl[CH2:7][C:8]1[CH:33]=[CH:32][C:11]([C:12]([NH:14][C:15]2[CH:16]=[CH:17][C:18]([O:21][C:22](=[O:31])[N:23]([CH3:30])[C:24]3[CH:29]=[CH:28][CH:27]=[CH:26][CH:25]=3)=[N:19][CH:20]=2)=[O:13])=[CH:10][CH:9]=1.[I-].[Na+].O. The catalyst is CN(C)C=O. The product is [CH2:1]([N:3]([CH2:7][C:8]1[CH:9]=[CH:10][C:11]([C:12]([NH:14][C:15]2[CH:16]=[CH:17][C:18]([O:21][C:22](=[O:31])[N:23]([CH3:30])[C:24]3[CH:29]=[CH:28][CH:27]=[CH:26][CH:25]=3)=[N:19][CH:20]=2)=[O:13])=[CH:32][CH:33]=1)[CH2:4][CH3:5])[CH3:2]. The yield is 0.930. (5) The yield is 0.800. The product is [CH3:1][S:2][C:5]1[C:13]([O:14][CH:15]2[CH2:20][CH2:19][CH2:18][CH2:17][O:16]2)=[CH:12][CH:11]=[C:10]2[C:6]=1[CH:7]=[N:8][N:9]2[CH:21]1[CH2:26][CH2:25][CH2:24][CH2:23][O:22]1. The reactants are [CH3:1][S-:2].[Na+].Br[C:5]1[C:13]([O:14][CH:15]2[CH2:20][CH2:19][CH2:18][CH2:17][O:16]2)=[CH:12][CH:11]=[C:10]2[C:6]=1[CH:7]=[N:8][N:9]2[CH:21]1[CH2:26][CH2:25][CH2:24][CH2:23][O:22]1.O. The catalyst is CN(C)C=O. (6) The reactants are [F:1][C:2]([F:14])([F:13])[O:3][C:4]1[CH:12]=[CH:11][C:7]([C:8]([OH:10])=O)=[CH:6][CH:5]=1.CCN(C(C)C)C(C)C.CN(C(ON1N=NC2C=CC=NC1=2)=[N+](C)C)C.F[P-](F)(F)(F)(F)F.[NH2:48][C:49]([CH3:68])([CH2:52][O:53][C:54]1[CH:55]=[CH:56][C:57]2[CH2:61][O:60][B:59]([OH:62])[C:58]=2[C:63]=1[O:64][CH:65]([CH3:67])[CH3:66])[C:50]#[N:51]. The catalyst is CN(C=O)C. The product is [C:50]([C:49]([NH:48][C:8](=[O:10])[C:7]1[CH:6]=[CH:5][C:4]([O:3][C:2]([F:1])([F:14])[F:13])=[CH:12][CH:11]=1)([CH3:68])[CH2:52][O:53][C:54]1[CH:55]=[CH:56][C:57]2[CH2:61][O:60][B:59]([OH:62])[C:58]=2[C:63]=1[O:64][CH:65]([CH3:66])[CH3:67])#[N:51]. The yield is 0.137. (7) The reactants are B.C1COCC1.C1COCC1.[CH3:12][S:13][CH2:14][CH2:15][N:16]([C:27](=O)[C:28]1[CH:33]=[CH:32][CH:31]=[CH:30][C:29]=1[O:34][CH3:35])[C:17]1[CH:22]=[CH:21][C:20]([S:23]([NH2:26])(=[O:25])=[O:24])=[CH:19][CH:18]=1. The catalyst is C1COCC1. The product is [CH3:12][S:13][CH2:14][CH2:15][N:16]([CH2:27][C:28]1[CH:33]=[CH:32][CH:31]=[CH:30][C:29]=1[O:34][CH3:35])[C:17]1[CH:18]=[CH:19][C:20]([S:23]([NH2:26])(=[O:24])=[O:25])=[CH:21][CH:22]=1. The yield is 0.770. (8) The reactants are [H-].[Na+].[C:3]([CH:5]([CH:10]([C:21]1[CH:26]=[CH:25][CH:24]=[CH:23][C:22]=1[O:27][CH3:28])[C:11]1[C:20]2[C:15](=[CH:16][CH:17]=[CH:18][CH:19]=2)[CH:14]=[CH:13][CH:12]=1)[C:6]([O:8][CH3:9])=[O:7])#[N:4].Cl.[N:30]1[CH:35]=[CH:34][CH:33]=[C:32]([CH2:36]Cl)[CH:31]=1. The catalyst is CN(C=O)C. The product is [C:3]([C@:5]([CH2:36][C:32]1[CH:31]=[N:30][CH:35]=[CH:34][CH:33]=1)([C@H:10]([C:21]1[CH:26]=[CH:25][CH:24]=[CH:23][C:22]=1[O:27][CH3:28])[C:11]1[C:20]2[C:15](=[CH:16][CH:17]=[CH:18][CH:19]=2)[CH:14]=[CH:13][CH:12]=1)[C:6]([O:8][CH3:9])=[O:7])#[N:4]. The yield is 0.120. (9) The reactants are Cl[C:2]1[N:10]=[C:9]2[C:5]([NH:6][CH:7]=[N:8]2)=[C:4]([NH2:11])[N:3]=1.CC([O-])(C)C.[K+].[CH2:18]([OH:22])[CH2:19][CH2:20][CH3:21]. No catalyst specified. The product is [CH2:18]([O:22][C:2]1[N:10]=[C:9]2[C:5]([N:6]=[CH:7][NH:8]2)=[C:4]([NH2:11])[N:3]=1)[CH2:19][CH2:20][CH3:21]. The yield is 0.700. (10) The reactants are [NH2:1][CH:2]([C:9]1[CH:14]=[CH:13][CH:12]=[CH:11][CH:10]=1)[C:3]([N:6]([CH3:8])[CH3:7])([CH3:5])[CH3:4].[Cl:15][C:16]1[CH:24]=[C:23]([CH3:25])[C:19]([C:20](O)=[O:21])=[C:18]([CH3:26])[CH:17]=1.C1C=CC2N(O)N=NC=2C=1.C(Cl)CCl. The catalyst is C(Cl)Cl. The product is [Cl:15][C:16]1[CH:17]=[C:18]([CH3:26])[C:19]([C:20]([NH:1][CH:2]([C:9]2[CH:10]=[CH:11][CH:12]=[CH:13][CH:14]=2)[C:3]([N:6]([CH3:7])[CH3:8])([CH3:5])[CH3:4])=[O:21])=[C:23]([CH3:25])[CH:24]=1. The yield is 0.720.